This data is from Forward reaction prediction with 1.9M reactions from USPTO patents (1976-2016). The task is: Predict the product of the given reaction. Given the reactants O=S(Cl)Cl.[S:5]1[C:9]2[CH:10]=[C:11]([CH2:14][C:15]([OH:17])=[O:16])[CH:12]=[CH:13][C:8]=2[N:7]=[CH:6]1.[CH3:18]O, predict the reaction product. The product is: [CH3:18][O:16][C:15](=[O:17])[CH2:14][C:11]1[CH:12]=[CH:13][C:8]2[N:7]=[CH:6][S:5][C:9]=2[CH:10]=1.